From a dataset of Catalyst prediction with 721,799 reactions and 888 catalyst types from USPTO. Predict which catalyst facilitates the given reaction. (1) Reactant: Cl[C:2]1[C:7]([C:8]#[N:9])=[C:6]([O:10][CH3:11])[CH:5]=[CH:4][N:3]=1. Product: [CH3:11][O:10][C:6]1[CH:5]=[CH:4][N:3]=[CH:2][C:7]=1[C:8]#[N:9]. The catalyst class is: 29. (2) Reactant: [NH2:1][C:2]1[C:7]([Br:8])=[CH:6][C:5]([CH3:9])=[CH:4][N:3]=1.[O:10]1[CH:14]=[CH:13][CH:12]=[C:11]1[CH:15]1[CH2:20][C:19](=O)[CH2:18][C:17](=[O:22])[CH2:16]1.O.C1(C)C=CC(S(O)(=O)=O)=CC=1.C(=O)(O)[O-].[Na+]. Product: [Br:8][C:7]1[C:2]([NH:1][C:19]2[CH2:20][CH:15]([C:11]3[O:10][CH:14]=[CH:13][CH:12]=3)[CH2:16][C:17](=[O:22])[CH:18]=2)=[N:3][CH:4]=[C:5]([CH3:9])[CH:6]=1. The catalyst class is: 11.